Dataset: Reaction yield outcomes from USPTO patents with 853,638 reactions. Task: Predict the reaction yield, written as a fraction of the theoretical maximum amount of product (1.0 means a 100% yield; for example, 0.34 means a 34% yield). (1) The reactants are [CH3:1][O:2][C:3](=[O:16])[C:4]1[CH:9]=[C:8]([N+:10]([O-:12])=[O:11])[C:7]([NH2:13])=[C:6]([F:14])[C:5]=1F.[Cl:17][C:18]1[CH:24]=[CH:23][CH:22]=[CH:21][C:19]=1[NH2:20]. The catalyst is C(OCC)(=O)C. The product is [CH3:1][O:2][C:3](=[O:16])[C:4]1[CH:9]=[C:8]([N+:10]([O-:12])=[O:11])[C:7]([NH2:13])=[C:6]([F:14])[C:5]=1[NH:20][C:19]1[CH:21]=[CH:22][CH:23]=[CH:24][C:18]=1[Cl:17]. The yield is 0.120. (2) The reactants are [Cl:1][C:2]1[CH:3]=[CH:4][C:5]([O:32][CH3:33])=[C:6]([NH:8][C:9](=[O:31])[CH2:10][N:11]2[C:19]3[CH2:18][CH2:17][N:16](C(OC(C)(C)C)=O)[CH2:15][C:14]=3[C:13]([C:27]([F:30])([F:29])[F:28])=[N:12]2)[CH:7]=1.FC(F)(F)C(O)=O. The catalyst is C(Cl)Cl. The product is [Cl:1][C:2]1[CH:3]=[CH:4][C:5]([O:32][CH3:33])=[C:6]([NH:8][C:9](=[O:31])[CH2:10][N:11]2[C:19]3[CH2:18][CH2:17][NH:16][CH2:15][C:14]=3[C:13]([C:27]([F:30])([F:29])[F:28])=[N:12]2)[CH:7]=1. The yield is 0.750. (3) The reactants are [Cl:1][C:2]1[CH:3]=[C:4]([C:9](=[NH:21])[NH:10][C:11]2[CH:16]=[CH:15][C:14]([S:17]([CH3:20])(=[O:19])=[O:18])=[CH:13][CH:12]=2)[CH:5]=[CH:6][C:7]=1[CH3:8].C(=O)(O)[O-].[Na+].Br[CH2:28][C:29](=[O:34])[C:30]([F:33])([F:32])[F:31]. The catalyst is C(O)(C)C. The product is [Cl:1][C:2]1[CH:3]=[C:4]([C:9]2[N:10]([C:11]3[CH:16]=[CH:15][C:14]([S:17]([CH3:20])(=[O:18])=[O:19])=[CH:13][CH:12]=3)[CH2:28][C:29]([OH:34])([C:30]([F:33])([F:32])[F:31])[N:21]=2)[CH:5]=[CH:6][C:7]=1[CH3:8]. The yield is 0.250.